The task is: Predict the reactants needed to synthesize the given product.. This data is from Full USPTO retrosynthesis dataset with 1.9M reactions from patents (1976-2016). (1) The reactants are: C(OC(C1OC(Cl)=NC=1)=O)C.[O:12]=[C:13]1[NH:17][CH:16]=[C:15]([C:18]([OH:20])=O)[O:14]1.[NH2:21][CH2:22][CH2:23][CH:24]1[CH2:29][CH2:28][N:27]([C:30]([O:32][C:33]([CH3:36])([CH3:35])[CH3:34])=[O:31])[CH2:26][CH2:25]1. Given the product [O:12]=[C:13]1[NH:17][CH:16]=[C:15]([C:18]([NH:21][CH2:22][CH2:23][CH:24]2[CH2:25][CH2:26][N:27]([C:30]([O:32][C:33]([CH3:36])([CH3:35])[CH3:34])=[O:31])[CH2:28][CH2:29]2)=[O:20])[O:14]1, predict the reactants needed to synthesize it. (2) Given the product [CH3:17][C:18]1[C:23]([C:2]2[S:3][C:4]3[CH:10]=[C:9]([CH2:11][C:12]([O:14][CH2:15][CH3:16])=[O:13])[CH:8]=[CH:7][C:5]=3[N:6]=2)=[CH:22][CH:21]=[CH:20][N:19]=1, predict the reactants needed to synthesize it. The reactants are: Br[C:2]1[S:3][C:4]2[CH:10]=[C:9]([CH2:11][C:12]([O:14][CH2:15][CH3:16])=[O:13])[CH:8]=[CH:7][C:5]=2[N:6]=1.[CH3:17][C:18]1[C:23](B(O)O)=[CH:22][CH:21]=[CH:20][N:19]=1.C([O-])([O-])=O.[K+].[K+].